From a dataset of Reaction yield outcomes from USPTO patents with 853,638 reactions. Predict the reaction yield, written as a fraction of the theoretical maximum amount of product (1.0 means a 100% yield; for example, 0.34 means a 34% yield). The reactants are [Br:1][C:2]1[CH:3]=[C:4]([N+:13]([O-])=O)[C:5]([CH3:12])=[C:6]([CH:11]=1)[C:7]([O:9][CH3:10])=[O:8].[Cl-].[NH4+]. The catalyst is CCO.[Fe]. The product is [NH2:13][C:4]1[C:5]([CH3:12])=[C:6]([CH:11]=[C:2]([Br:1])[CH:3]=1)[C:7]([O:9][CH3:10])=[O:8]. The yield is 0.990.